From a dataset of Forward reaction prediction with 1.9M reactions from USPTO patents (1976-2016). Predict the product of the given reaction. (1) Given the reactants [C:1]([NH:11][C@H:12]([C:16]([O:18][CH2:19][CH2:20][C@@H:21]([CH2:34][O:35][C:36](=[O:54])[CH2:37][CH2:38][CH2:39][CH2:40][CH2:41][CH2:42][CH2:43][CH2:44][CH2:45][CH2:46][CH2:47][CH2:48][CH2:49][CH2:50][CH2:51][CH2:52][CH3:53])[CH2:22][N:23]1[CH:31]=[N:30][C:29]2[C:28](=[O:32])[NH:27][C:26]([NH2:33])=[N:25][C:24]1=2)=[O:17])[CH:13]([CH3:15])[CH3:14])([O:3][CH2:4][C:5]1[CH:10]=[CH:9][CH:8]=[CH:7][CH:6]=1)=[O:2].C1(N=C=NC2CCCCC2)CCCCC1.C(#N)C, predict the reaction product. The product is: [C:1]([NH:11][C@H:12]([C:16]([OH:18])=[O:17])[CH:13]([CH3:14])[CH3:15])([O:3][CH2:4][C:5]1[CH:10]=[CH:9][CH:8]=[CH:7][CH:6]=1)=[O:2].[C:36]([O:35][CH2:34][C@H:21]([CH2:20][CH2:19][O:18][C:16](=[O:17])[C@H:12]([CH:13]([CH3:15])[CH3:14])[NH2:11])[CH2:22][N:23]1[CH:31]=[N:30][C:29]2[C:28](=[O:32])[NH:27][C:26]([NH2:33])=[N:25][C:24]1=2)(=[O:54])[CH2:37][CH2:38][CH2:39][CH2:40][CH2:41][CH2:42][CH2:43][CH2:44][CH2:45][CH2:46][CH2:47][CH2:48][CH2:49][CH2:50][CH2:51][CH2:52][CH3:53]. (2) Given the reactants [CH3:1][S:2]([C:4]1[CH:9]=[CH:8][C:7]([N:10]2[C:14]3[CH:15]=[C:16]([C:19]4[O:23][C:22]([SH:24])=[N:21][N:20]=4)[CH:17]=[CH:18][C:13]=3[N:12]=[CH:11]2)=[CH:6][CH:5]=1)=[O:3].Br[CH2:26][C:27]1[CH:28]=[C:29]([CH:32]=[CH:33][CH:34]=1)[C:30]#[N:31], predict the reaction product. The product is: [CH3:1][S:2]([C:4]1[CH:9]=[CH:8][C:7]([N:10]2[C:14]3[CH:15]=[C:16]([C:19]4[O:23][C:22]([S:24][CH2:26][C:27]5[CH:28]=[C:29]([CH:32]=[CH:33][CH:34]=5)[C:30]#[N:31])=[N:21][N:20]=4)[CH:17]=[CH:18][C:13]=3[N:12]=[CH:11]2)=[CH:6][CH:5]=1)=[O:3]. (3) Given the reactants [Cl:1][C:2]1[CH:12]=[CH:11][C:5]2[NH:6][C:7]([S:9][CH3:10])=[N:8][C:4]=2[C:3]=1[NH2:13].[C:14](Cl)(=[O:21])[C:15]1[CH:20]=[CH:19][CH:18]=[CH:17][CH:16]=1.C(N(CC)CC)C, predict the reaction product. The product is: [Cl:1][C:2]1[CH:12]=[CH:11][C:5]2[NH:6][C:7]([S:9][CH3:10])=[N:8][C:4]=2[C:3]=1[NH:13][C:14](=[O:21])[C:15]1[CH:20]=[CH:19][CH:18]=[CH:17][CH:16]=1. (4) The product is: [F:1][C:2]1[CH:10]=[CH:9][C:5]([C:6]([NH:11][C:12]2[S:16][C:15]([NH:17][C:18]3[C:27]4[C:22](=[CH:23][CH:24]=[CH:25][CH:26]=4)[N:21]=[CH:20][CH:19]=3)=[N:14][C:13]=2[C:28]([NH2:30])=[O:29])=[O:7])=[CH:4][CH:3]=1. Given the reactants [F:1][C:2]1[CH:10]=[CH:9][C:5]([C:6](Cl)=[O:7])=[CH:4][CH:3]=1.[NH2:11][C:12]1[S:16][C:15]([NH:17][C:18]2[C:27]3[C:22](=[CH:23][CH:24]=[CH:25][CH:26]=3)[N:21]=[CH:20][CH:19]=2)=[N:14][C:13]=1[C:28]([NH2:30])=[O:29], predict the reaction product. (5) Given the reactants [NH2:1][C:2]1[CH:10]=[C:9]2[C:5]([C:6]([CH3:14])([CH3:13])[C:7](=[O:12])[N:8]2[CH3:11])=[CH:4][CH:3]=1.[CH3:15][O:16][C:17]1[CH:25]=[CH:24][C:20]([C:21](O)=[O:22])=[CH:19][N:18]=1, predict the reaction product. The product is: [CH3:15][O:16][C:17]1[CH:25]=[CH:24][C:20]([C:21]([NH:1][C:2]2[CH:10]=[C:9]3[C:5]([C:6]([CH3:14])([CH3:13])[C:7](=[O:12])[N:8]3[CH3:11])=[CH:4][CH:3]=2)=[O:22])=[CH:19][N:18]=1. (6) Given the reactants [CH3:1][O:2][C:3]1[CH:11]=[C:10]([N+:12]([O-])=O)[CH:9]=[CH:8][C:4]=1[C:5]([OH:7])=O.[CH2:15]([N:17]([CH2:21][CH3:22])[CH2:18][CH2:19][NH2:20])[CH3:16].CN(C(ON1N=NC2C=CC=CC1=2)=[N+](C)C)C.[B-](F)(F)(F)F.CCN(C(C)C)C(C)C.C(=O)([O-])[O-].[Na+].[Na+], predict the reaction product. The product is: [CH2:15]([N:17]([CH2:21][CH3:22])[CH2:18][CH2:19][NH:20][C:5](=[O:7])[C:4]1[CH:8]=[CH:9][C:10]([NH2:12])=[CH:11][C:3]=1[O:2][CH3:1])[CH3:16].